This data is from TCR-epitope binding with 47,182 pairs between 192 epitopes and 23,139 TCRs. The task is: Binary Classification. Given a T-cell receptor sequence (or CDR3 region) and an epitope sequence, predict whether binding occurs between them. The epitope is FQPTNGVGY. The TCR CDR3 sequence is CASSYVGGEQYF. Result: 0 (the TCR does not bind to the epitope).